Dataset: Forward reaction prediction with 1.9M reactions from USPTO patents (1976-2016). Task: Predict the product of the given reaction. (1) Given the reactants Cl[C:2]1[S:3][C:4]([Cl:21])=[C:5]([S:7][C:8]2[CH:13]=[CH:12][C:11]([C:14]([OH:20])([CH3:19])[C:15]([F:18])([F:17])[F:16])=[CH:10][CH:9]=2)[N:6]=1.[CH3:22][CH:23]1[CH2:27][CH2:26][CH2:25][NH:24]1.[OH2:28].CN(C=[O:33])C, predict the reaction product. The product is: [Cl:21][C:4]1[S:3][C:2]([N:24]2[CH2:25][CH2:26][CH2:27][CH:23]2[CH3:22])=[N:6][C:5]=1[S:7]([C:8]1[CH:13]=[CH:12][C:11]([C:14]([OH:20])([CH3:19])[C:15]([F:18])([F:17])[F:16])=[CH:10][CH:9]=1)(=[O:33])=[O:28]. (2) The product is: [F:1][C:2]1[CH:11]=[C:10]([F:12])[CH:9]=[C:8]2[C:3]=1[CH:4]=[CH:5][C:6](=[O:13])[N:7]2[CH2:18][CH:17]=[CH2:16]. Given the reactants [F:1][C:2]1[CH:11]=[C:10]([F:12])[CH:9]=[C:8]2[C:3]=1[CH:4]=[CH:5][C:6](=[O:13])[NH:7]2.[H-].[Na+].[CH2:16](I)[CH:17]=[CH2:18].O, predict the reaction product. (3) The product is: [CH3:23][S:24]([O:15][CH:12]1[CH2:11][CH2:10][N:9]([C:6]2[N:7]=[CH:8][C:3]([CH2:1][CH3:2])=[CH:4][N:5]=2)[CH2:14][CH2:13]1)(=[O:26])=[O:25]. Given the reactants [CH2:1]([C:3]1[CH:4]=[N:5][C:6]([N:9]2[CH2:14][CH2:13][CH:12]([OH:15])[CH2:11][CH2:10]2)=[N:7][CH:8]=1)[CH3:2].CCN(CC)CC.[CH3:23][S:24](Cl)(=[O:26])=[O:25], predict the reaction product. (4) Given the reactants [CH:1]1([SH:7])[CH2:6][CH2:5][CH2:4][CH2:3][CH2:2]1.[OH-].[Na+].[Cl:10][C:11]1[N:12]=[N+:13]([O-:18])[C:14](Cl)=[CH:15][CH:16]=1, predict the reaction product. The product is: [Cl:10][C:11]1[N:12]=[N+:13]([O-:18])[C:14]([S:7][CH:1]2[CH2:6][CH2:5][CH2:4][CH2:3][CH2:2]2)=[CH:15][CH:16]=1.